The task is: Regression. Given a peptide amino acid sequence and an MHC pseudo amino acid sequence, predict their binding affinity value. This is MHC class I binding data.. This data is from Peptide-MHC class I binding affinity with 185,985 pairs from IEDB/IMGT. (1) The peptide sequence is LIPETVPYI. The MHC is HLA-A02:03 with pseudo-sequence HLA-A02:03. The binding affinity (normalized) is 0.758. (2) The peptide sequence is LPLPWLPGA. The MHC is HLA-B51:01 with pseudo-sequence HLA-B51:01. The binding affinity (normalized) is 0.401.